Task: Predict the reactants needed to synthesize the given product.. Dataset: Full USPTO retrosynthesis dataset with 1.9M reactions from patents (1976-2016) (1) The reactants are: [Br:1][C:2]1[CH:3]=[C:4]([CH:6]=[CH:7][C:8]=1[O:9][CH3:10])[NH2:5].[CH:11](=O)/[CH:12]=[CH:13]/[CH3:14]. Given the product [Br:1][C:2]1[CH:3]=[C:4]2[C:6]([CH:11]=[CH:12][C:13]([CH3:14])=[N:5]2)=[CH:7][C:8]=1[O:9][CH3:10], predict the reactants needed to synthesize it. (2) Given the product [NH2:1][C:2]1[NH:3][C:4]2[C:9]([N:10]=1)=[C:8]([NH:11][CH2:12][CH2:13][OH:14])[N:7]=[C:6]([S:16][CH2:17][C:18]1[CH:23]=[CH:22][CH:21]=[C:20]([F:24])[C:19]=1[F:25])[N:5]=2, predict the reactants needed to synthesize it. The reactants are: [NH2:1][C:2]1[NH:3][C:4]2[C:9]([N:10]=1)=[C:8]([NH:11][C@H:12](C)[CH2:13][OH:14])[N:7]=[C:6]([S:16][CH2:17][C:18]1[CH:23]=[CH:22][CH:21]=[C:20]([F:24])[C:19]=1[F:25])[N:5]=2.C(CN)O. (3) The reactants are: [C:1]([C:5]1[CH:6]=[C:7]([CH:15]2[CH2:19][C:18]([C:20]3[CH:25]=[CH:24][C:23]([C:26]([O:28][CH3:29])=[O:27])=[CH:22][CH:21]=3)=[N:17][N:16]2[C:30]2[CH:38]=[CH:37][C:33]([C:34]([OH:36])=[O:35])=[CH:32][CH:31]=2)[CH:8]=[C:9]([C:11]([CH3:14])([CH3:13])[CH3:12])[CH:10]=1)([CH3:4])([CH3:3])[CH3:2].C(O)(=O)C. Given the product [C:1]([C:5]1[CH:6]=[C:7]([C:15]2[N:16]([C:30]3[CH:38]=[CH:37][C:33]([C:34]([OH:36])=[O:35])=[CH:32][CH:31]=3)[N:17]=[C:18]([C:20]3[CH:25]=[CH:24][C:23]([C:26]([O:28][CH3:29])=[O:27])=[CH:22][CH:21]=3)[CH:19]=2)[CH:8]=[C:9]([C:11]([CH3:14])([CH3:13])[CH3:12])[CH:10]=1)([CH3:2])([CH3:3])[CH3:4], predict the reactants needed to synthesize it. (4) Given the product [CH2:21]([O:23]/[CH:24]=[C:11]1\[C:12](=[O:13])[N:8]([C:3]2[CH:4]=[CH:5][CH:6]=[CH:7][C:2]=2[F:1])[N:9]=[C:10]\1[C:14]1[CH:19]=[CH:18][CH:17]=[CH:16][C:15]=1[F:20])[CH3:22], predict the reactants needed to synthesize it. The reactants are: [F:1][C:2]1[CH:7]=[CH:6][CH:5]=[CH:4][C:3]=1[N:8]1[C:12](=[O:13])[CH2:11][C:10]([C:14]2[CH:19]=[CH:18][CH:17]=[CH:16][C:15]=2[F:20])=[N:9]1.[CH2:21]([O:23][CH:24](OCC)OCC)[CH3:22]. (5) Given the product [Br:1][C:2]1[N:6]2[N:7]=[C:8]([NH:12][CH:13]([CH2:16][CH3:17])[CH2:14][OH:15])[CH:9]=[CH:10][C:5]2=[N:4][CH:3]=1, predict the reactants needed to synthesize it. The reactants are: [Br:1][C:2]1[N:6]2[N:7]=[C:8](Cl)[CH:9]=[CH:10][C:5]2=[N:4][CH:3]=1.[NH2:12][CH:13]([CH2:16][CH3:17])[CH2:14][OH:15].C(Cl)Cl.CO.[NH4+].[OH-]. (6) Given the product [O:34]1[CH2:35][CH2:36][CH2:37][CH2:38][CH:33]1[O:32][C:28]1[CH:27]=[C:26]([CH:31]=[CH:30][CH:29]=1)[CH2:25][N:12]([S:13]([C:16]1[C:21]([CH3:22])=[CH:20][C:19]([CH3:23])=[CH:18][C:17]=1[CH3:24])(=[O:15])=[O:14])[C:9]1[CH:8]=[CH:7][C:6]([CH:5]=[CH:4][C:3]([OH:39])=[O:2])=[CH:11][CH:10]=1, predict the reactants needed to synthesize it. The reactants are: C[O:2][C:3](=[O:39])[CH:4]=[CH:5][C:6]1[CH:11]=[CH:10][C:9]([N:12]([CH2:25][C:26]2[CH:31]=[CH:30][CH:29]=[C:28]([O:32][CH:33]3[CH2:38][CH2:37][CH2:36][CH2:35][O:34]3)[CH:27]=2)[S:13]([C:16]2[C:21]([CH3:22])=[CH:20][C:19]([CH3:23])=[CH:18][C:17]=2[CH3:24])(=[O:15])=[O:14])=[CH:8][CH:7]=1.[OH-].[Na+].Cl.C(OCC)(=O)C. (7) Given the product [CH3:26][O:25][C:23](=[O:24])[CH2:22][N:12]1[C:13]2[C:18](=[CH:17][C:16]([CH3:20])=[CH:15][C:14]=2[CH3:21])[CH:19]=[C:11]1[C:9]([NH:8][C:7]1[S:27][C:29]([CH2:43][CH2:44][CH:45]2[CH2:50][CH2:49][CH2:48][CH2:47][CH2:46]2)=[C:30]([C:32]2[CH:37]=[C:36]([O:38][CH3:39])[C:35]([CH3:40])=[CH:34][C:33]=2[O:41][CH3:42])[N:6]=1)=[O:10], predict the reactants needed to synthesize it. The reactants are: CN(C)C=O.[NH2:6][C:7](=[S:27])[NH:8][C:9]([C:11]1[N:12]([CH2:22][C:23]([O:25][CH3:26])=[O:24])[C:13]2[C:18]([CH:19]=1)=[CH:17][C:16]([CH3:20])=[CH:15][C:14]=2[CH3:21])=[O:10].Br[CH:29]([CH2:43][CH2:44][CH:45]1[CH2:50][CH2:49][CH2:48][CH2:47][CH2:46]1)[C:30]([C:32]1[CH:37]=[C:36]([O:38][CH3:39])[C:35]([CH3:40])=[CH:34][C:33]=1[O:41][CH3:42])=O. (8) Given the product [CH2:24]([O:23][C:21](=[O:22])[C:20]1[CH:26]=[CH:27][CH:28]=[C:18]([O:16][CH2:15][CH2:14][CH:11]2[CH2:12][CH2:13][N:8]([C:1]([O:3][C:4]([CH3:7])([CH3:6])[CH3:5])=[O:2])[CH2:9][CH2:10]2)[CH:19]=1)[CH3:25], predict the reactants needed to synthesize it. The reactants are: [C:1]([N:8]1[CH2:13][CH2:12][CH:11]([CH2:14][CH2:15][OH:16])[CH2:10][CH2:9]1)([O:3][C:4]([CH3:7])([CH3:6])[CH3:5])=[O:2].O[C:18]1[CH:19]=[C:20]([CH:26]=[CH:27][CH:28]=1)[C:21]([O:23][CH2:24][CH3:25])=[O:22].C(P(CCCC)CCCC)CCC.C1CCN(C(N=NC(N2CCCCC2)=O)=O)CC1.